The task is: Predict the reactants needed to synthesize the given product.. This data is from Full USPTO retrosynthesis dataset with 1.9M reactions from patents (1976-2016). (1) The reactants are: [Br:1][C:2]1[CH:3]=[CH:4][C:5]([C:8](O)([OH:12])[CH:9]([F:11])[F:10])=[N:6][CH:7]=1.[BH4-].[Na+].O. Given the product [Br:1][C:2]1[CH:3]=[CH:4][C:5]([CH:8]([OH:12])[CH:9]([F:10])[F:11])=[N:6][CH:7]=1, predict the reactants needed to synthesize it. (2) The reactants are: [Cl:1][C:2]1[CH:3]=[CH:4][C:5]2[N:11]3[CH:12]=[CH:13][N:14]=[C:10]3[CH:9]([CH2:15][CH:16]3OCC[O:17]3)[O:8][CH:7]([C:21]3[CH:26]=[CH:25][CH:24]=[C:23]([O:27][CH3:28])[C:22]=3[O:29][CH3:30])[C:6]=2[CH:31]=1.Cl(O)(=O)(=O)=O. Given the product [Cl:1][C:2]1[CH:3]=[CH:4][C:5]2[N:11]3[CH:12]=[CH:13][N:14]=[C:10]3[CH:9]([CH2:15][CH2:16][OH:17])[O:8][CH:7]([C:21]3[CH:26]=[CH:25][CH:24]=[C:23]([O:27][CH3:28])[C:22]=3[O:29][CH3:30])[C:6]=2[CH:31]=1, predict the reactants needed to synthesize it. (3) Given the product [CH3:1][O:2][C:3]([C:4]1[C:5]([NH2:19])=[C:6]([Cl:18])[CH:7]2[S:11][C:12]([SH:31])=[N:10][CH:8]2[CH:9]=1)=[O:20], predict the reactants needed to synthesize it. The reactants are: [CH3:1][O:2][C:3](=[O:20])[C:4]1[CH:9]=[C:8]([NH2:10])[C:7]([S:11][CH2:12]C[Si](C)(C)C)=[C:6]([Cl:18])[C:5]=1[NH2:19].COC(=O)C1C=C(N)C([SH:31])=C(Cl)C=1N.C(=S)=S.[OH-].[Na+]. (4) Given the product [C:5]([O:9][C:10](=[O:32])[NH:11][CH2:12][C@@H:13]1[O:31][C:1](=[O:2])[N:15]([C:16]2[CH:17]=[C:18]3[C:22](=[C:23]([F:25])[CH:24]=2)[N:21]([CH2:26][CH:27]2[CH2:28][CH2:29]2)[C:20](=[O:30])[CH2:19]3)[CH2:14]1)([CH3:8])([CH3:6])[CH3:7], predict the reactants needed to synthesize it. The reactants are: [C:1](Cl)(Cl)=[O:2].[C:5]([O:9][C:10](=[O:32])[NH:11][CH2:12][C@H:13]([OH:31])[CH2:14][NH:15][C:16]1[CH:17]=[C:18]2[C:22](=[C:23]([F:25])[CH:24]=1)[N:21]([CH2:26][CH:27]1[CH2:29][CH2:28]1)[C:20](=[O:30])[CH2:19]2)([CH3:8])([CH3:7])[CH3:6].C(N(CC)CC)C. (5) Given the product [CH3:34][N:9]1[CH:8]([C:10]2[CH:17]=[CH:16][C:13]([C:14]#[N:15])=[CH:12][C:11]=2[S:18][CH3:19])[C:7]2[C:20](=[O:23])[CH2:21][CH2:22][C:6]=2[N:5]([C:24]2[CH:29]=[CH:28][CH:27]=[C:26]([C:30]([F:33])([F:32])[F:31])[CH:25]=2)[C:4]1=[O:3], predict the reactants needed to synthesize it. The reactants are: CI.[O:3]=[C:4]1[NH:9][CH:8]([C:10]2[CH:17]=[CH:16][C:13]([C:14]#[N:15])=[CH:12][C:11]=2[S:18][CH3:19])[C:7]2[C:20](=[O:23])[CH2:21][CH2:22][C:6]=2[N:5]1[C:24]1[CH:29]=[CH:28][CH:27]=[C:26]([C:30]([F:33])([F:32])[F:31])[CH:25]=1.[C:34](=O)([O-])[O-].[Cs+].[Cs+]. (6) Given the product [CH3:37][S:38]([N:17]1[CH2:18][CH2:19][CH:14]([N:12]2[C:11]3[C:20]4[CH:21]=[CH:22][CH:23]=[CH:24][C:25]=4[S:26](=[O:29])(=[O:28])[CH2:27][C:10]=3[C:9]([C:7]([N:1]3[CH2:2][CH2:3][O:4][CH2:5][CH2:6]3)=[O:8])=[N:13]2)[CH2:15][CH2:16]1)(=[O:40])=[O:39], predict the reactants needed to synthesize it. The reactants are: [N:1]1([C:7]([C:9]2[C:10]3[CH2:27][S:26](=[O:29])(=[O:28])[C:25]4[CH:24]=[CH:23][CH:22]=[CH:21][C:20]=4[C:11]=3[N:12]([CH:14]3[CH2:19][CH2:18][NH:17][CH2:16][CH2:15]3)[N:13]=2)=[O:8])[CH2:6][CH2:5][O:4][CH2:3][CH2:2]1.C(N(CC)CC)C.[CH3:37][S:38](Cl)(=[O:40])=[O:39].O. (7) The reactants are: [F:1][C:2]([F:17])([F:16])[C:3]1[CH:8]=[C:7]([C:9]([F:12])([F:11])[F:10])[CH:6]=[CH:5][C:4]=1B(O)O.Br[C:19]1[CH:20]=[CH:21][C:22]([CH:25]([N:27]2[CH:32]=[C:31]3[N:33]=[C:34]([C:36]4[CH:41]=[CH:40][CH:39]=[C:38]([F:42])[C:37]=4[F:43])[N:35]=[C:30]3[CH:29]=[N:28]2)[CH3:26])=[N:23][CH:24]=1. Given the product [F:1][C:2]([F:17])([F:16])[C:3]1[CH:8]=[C:7]([C:9]([F:12])([F:11])[F:10])[CH:6]=[CH:5][C:4]=1[C:19]1[CH:20]=[CH:21][C:22]([CH:25]([N:27]2[CH:32]=[C:31]3[N:33]=[C:34]([C:36]4[CH:41]=[CH:40][CH:39]=[C:38]([F:42])[C:37]=4[F:43])[N:35]=[C:30]3[CH:29]=[N:28]2)[CH3:26])=[N:23][CH:24]=1, predict the reactants needed to synthesize it.